This data is from Catalyst prediction with 721,799 reactions and 888 catalyst types from USPTO. The task is: Predict which catalyst facilitates the given reaction. (1) Reactant: [NH2:1][C:2]1[CH:10]=[CH:9][C:8]([N+:11]([O-:13])=[O:12])=[CH:7][C:3]=1[C:4]([OH:6])=O.[NH2:14][CH2:15][CH:16]1[CH2:18][CH2:17]1.CCN(C(C)C)C(C)C.C(P1(=O)OP(CCC)(=O)OP(CCC)(=O)O1)CC. Product: [NH2:1][C:2]1[CH:10]=[CH:9][C:8]([N+:11]([O-:13])=[O:12])=[CH:7][C:3]=1[C:4]([NH:14][CH2:15][CH:16]1[CH2:18][CH2:17]1)=[O:6]. The catalyst class is: 18. (2) Reactant: [F:1][C:2]1[CH:3]=[C:4]([OH:9])[CH:5]=[CH:6][C:7]=1[Br:8].[F:10][C:11]1[CH:12]=[C:13]([OH:18])[CH:14]=[CH:15][C:16]=1[Cl:17].I[C:20]1[CH:21]=[C:22]([F:26])[CH:23]=[CH:24][CH:25]=1. The catalyst class is: 536. Product: [Br:8][C:7]1[CH:6]=[CH:5][C:4]([O:9][C:15]2[CH:14]=[CH:13][CH:12]=[C:11]([F:10])[CH:16]=2)=[CH:3][C:2]=1[F:1].[Cl:17][C:16]1[CH:15]=[CH:14][C:13]([O:18][C:20]2[CH:25]=[CH:24][CH:23]=[C:22]([F:26])[CH:21]=2)=[CH:12][C:11]=1[F:10].